This data is from Full USPTO retrosynthesis dataset with 1.9M reactions from patents (1976-2016). The task is: Predict the reactants needed to synthesize the given product. Given the product [CH3:11][C:4]1[CH:5]=[C:6]([C:8]([N:16]2[CH2:17][CH2:18][N:13]([CH3:12])[CH2:14][CH2:15]2)=[O:10])[NH:7][C:3]=1[CH:1]=[O:2], predict the reactants needed to synthesize it. The reactants are: [CH:1]([C:3]1[NH:7][C:6]([C:8]([OH:10])=O)=[CH:5][C:4]=1[CH3:11])=[O:2].[CH3:12][N:13]1[CH2:18][CH2:17][NH:16][CH2:15][CH2:14]1.